This data is from NCI-60 drug combinations with 297,098 pairs across 59 cell lines. The task is: Regression. Given two drug SMILES strings and cell line genomic features, predict the synergy score measuring deviation from expected non-interaction effect. (1) Drug 1: CN1CCC(CC1)COC2=C(C=C3C(=C2)N=CN=C3NC4=C(C=C(C=C4)Br)F)OC. Cell line: SNB-75. Drug 2: CN(CC1=CN=C2C(=N1)C(=NC(=N2)N)N)C3=CC=C(C=C3)C(=O)NC(CCC(=O)O)C(=O)O. Synergy scores: CSS=11.5, Synergy_ZIP=-7.47, Synergy_Bliss=0.791, Synergy_Loewe=-2.78, Synergy_HSA=1.72. (2) Drug 1: COC1=C(C=C2C(=C1)N=CN=C2NC3=CC(=C(C=C3)F)Cl)OCCCN4CCOCC4. Drug 2: C1CCC(C(C1)N)N.C(=O)(C(=O)[O-])[O-].[Pt+4]. Cell line: CCRF-CEM. Synergy scores: CSS=29.4, Synergy_ZIP=-6.69, Synergy_Bliss=-1.62, Synergy_Loewe=-8.90, Synergy_HSA=0.945.